Dataset: Peptide-MHC class II binding affinity with 134,281 pairs from IEDB. Task: Regression. Given a peptide amino acid sequence and an MHC pseudo amino acid sequence, predict their binding affinity value. This is MHC class II binding data. The peptide sequence is VTDLFAAQPGLTSAV. The MHC is DRB1_0101 with pseudo-sequence DRB1_0101. The binding affinity (normalized) is 1.00.